From a dataset of Forward reaction prediction with 1.9M reactions from USPTO patents (1976-2016). Predict the product of the given reaction. (1) Given the reactants [C:1]([O:9]CC)(=[O:8])[CH2:2][C:3](OCC)=O.[N+:12]([C:15]1[CH:22]=[CH:21][C:18](CBr)=[CH:17][CH:16]=1)([O-:14])=[O:13].[H-].[Na+].[OH-].[Na+], predict the reaction product. The product is: [N+:12]([C:15]1[CH:22]=[CH:21][C:18]([CH2:3][CH2:2][C:1]([OH:9])=[O:8])=[CH:17][CH:16]=1)([O-:14])=[O:13]. (2) Given the reactants Br[C:2]1[CH:15]=[CH:14][C:5]2[C:6]3[S:7][CH:8]=[CH:9][C:10]=3[CH2:11][CH2:12][O:13][C:4]=2[CH:3]=1.[Cu](C#N)[C:17]#[N:18], predict the reaction product. The product is: [S:7]1[C:6]2[C:5]3[CH:14]=[CH:15][C:2]([C:17]#[N:18])=[CH:3][C:4]=3[O:13][CH2:12][CH2:11][C:10]=2[CH:9]=[CH:8]1. (3) Given the reactants [NH2:1][C:2]1[C:3]([OH:31])=[CH:4][C:5]([C:8]([NH:10][C@@H:11]([C:19]2[CH:24]=[CH:23][C:22]([O:25][C:26]([F:29])([F:28])[F:27])=[C:21]([F:30])[CH:20]=2)[C:12]2[C:17]([F:18])=[CH:16][CH:15]=[CH:14][N:13]=2)=[O:9])=[N:6][CH:7]=1.Cl[C:33](Cl)([O:35]C(=O)OC(Cl)(Cl)Cl)Cl.CCOC(C)=O, predict the reaction product. The product is: [F:30][C:21]1[CH:20]=[C:19]([C@@H:11]([C:12]2[C:17]([F:18])=[CH:16][CH:15]=[CH:14][N:13]=2)[NH:10][C:8]([C:5]2[N:6]=[CH:7][C:2]3[NH:1][C:33](=[O:35])[O:31][C:3]=3[CH:4]=2)=[O:9])[CH:24]=[CH:23][C:22]=1[O:25][C:26]([F:27])([F:29])[F:28].